Binary Classification. Given a miRNA mature sequence and a target amino acid sequence, predict their likelihood of interaction. From a dataset of Experimentally validated miRNA-target interactions with 360,000+ pairs, plus equal number of negative samples. The miRNA is hsa-miR-200c-3p with sequence UAAUACUGCCGGGUAAUGAUGGA. The protein sequence of the target gene is MRPMRIFVNDDRHVMAKHSSVYPTQEELEAVQNMVSHTERALKAVSDWIDEQEKGSSEQAESDNMDVPPEDDSKEGAGEQKTEHMTRTLRGVMRVGLVAKGLLLKGDLDLELVLLCKEKPTTALLDKVADNLAIQLAAVTEDKYEILQSVDDAAIVIKNTKEPPLSLTIHLTSPVVREEMEKVLAGETLSVNDPPDVLDRQKCLAALASLRHAKWFQARANGLKSCVIVIRVLRDLCTRVPTWGPLRGWPLELLCEKSIGTANRPMGAGEALRRVLECLASGIVMPDGSGIYDPCEKEAT.... Result: 1 (interaction).